This data is from Full USPTO retrosynthesis dataset with 1.9M reactions from patents (1976-2016). The task is: Predict the reactants needed to synthesize the given product. (1) Given the product [N:6]1[C:7]2[CH:13]=[CH:12][CH:11]=[CH:10][C:8]=2[NH:9][C:5]=1[CH2:4][N:9]1[C:8]2[CH:10]=[CH:11][CH:12]=[CH:13][C:7]=2[N:6]=[C:5]1[CH2:4][Cl:3], predict the reactants needed to synthesize it. The reactants are: N#N.[Cl:3][CH2:4][C:5]1[NH:6][C:7]2[CH:13]=[CH:12][CH:11]=[CH:10][C:8]=2[N:9]=1.[H-].[Na+]. (2) Given the product [CH2:16]([CH:19]1[CH2:20][CH2:21][CH:22]([CH:25]2[CH2:32][C:27]3([CH2:30][C:29](=[C:3]4[S:8][CH2:7][CH2:6][CH2:5][S:4]4)[CH2:28]3)[CH2:26]2)[CH2:23][CH2:24]1)[CH2:17][CH3:18], predict the reactants needed to synthesize it. The reactants are: C[Si](C)(C)[CH:3]1[S:8][CH2:7][CH2:6][CH2:5][S:4]1.[Li]CCCC.[CH2:16]([CH:19]1[CH2:24][CH2:23][CH:22]([CH:25]2[CH2:32][C:27]3([CH2:30][C:29](=O)[CH2:28]3)[CH2:26]2)[CH2:21][CH2:20]1)[CH2:17][CH3:18]. (3) Given the product [OH:39][C@@H:37]([CH3:38])[C:35]([NH:1][CH:2]1[CH2:7][CH2:6][CH:5]([NH:8][C:9]([C:11]2[C:15]3[N:16]=[CH:17][N:18]=[C:19]([C:20]4[C:28]5[O:27][CH2:26][O:25][C:24]=5[CH:23]=[CH:22][C:21]=4[O:29][CH2:30][CH:31]4[CH2:33][CH2:32]4)[C:14]=3[NH:13][CH:12]=2)=[O:10])[CH2:4][CH2:3]1)=[O:36], predict the reactants needed to synthesize it. The reactants are: [NH2:1][C@H:2]1[CH2:7][CH2:6][C@H:5]([NH:8][C:9]([C:11]2[C:15]3[N:16]=[CH:17][N:18]=[C:19]([C:20]4[C:28]5[O:27][CH2:26][O:25][C:24]=5[CH:23]=[CH:22][C:21]=4[O:29][CH2:30][CH:31]4[CH2:33][CH2:32]4)[C:14]=3[NH:13][CH:12]=2)=[O:10])[CH2:4][CH2:3]1.Cl[C:35]([C@@H:37]([O:39]C(=O)C)[CH3:38])=[O:36]. (4) Given the product [CH3:1][S:2][C:3]1[C:4]2[N:11]([CH2:15][C:16]3[CH:25]=[CH:24][C:19]([C:20]([O:22][CH3:23])=[O:21])=[CH:18][CH:17]=3)[N:10]=[CH:9][C:5]=2[N:6]=[CH:7][N:8]=1.[CH3:1][S:2][C:3]1[C:4]2[C:5](=[CH:9][N:10]([CH2:15][C:16]3[CH:25]=[CH:24][C:19]([C:20]([O:22][CH3:23])=[O:21])=[CH:18][CH:17]=3)[N:11]=2)[N:6]=[CH:7][N:8]=1, predict the reactants needed to synthesize it. The reactants are: [CH3:1][S:2][C:3]1[C:4]2[NH:11][N:10]=[CH:9][C:5]=2[N:6]=[CH:7][N:8]=1.[H-].[Na+].Br[CH2:15][C:16]1[CH:25]=[CH:24][C:19]([C:20]([O:22][CH3:23])=[O:21])=[CH:18][CH:17]=1. (5) Given the product [ClH:22].[CH2:1]([O:3][C:4](=[O:21])[CH:5]([CH2:13][S:14][C:15]1[CH:16]=[CH:17][CH:18]=[CH:19][CH:20]=1)[NH:6][CH2:7][CH2:8][CH:9]([CH3:11])[CH3:10])[CH3:2], predict the reactants needed to synthesize it. The reactants are: [CH2:1]([O:3][C:4](=[O:21])[CH:5]([CH2:13][S:14][C:15]1[CH:20]=[CH:19][CH:18]=[CH:17][CH:16]=1)[NH:6][C:7](=O)[CH2:8][CH:9]([CH3:11])[CH3:10])[CH3:2].[ClH:22]. (6) Given the product [Cl:1][C:2]1[CH:7]=[CH:6][C:5]([S:8]([N:32]2[CH2:31][CH2:30][CH:29]([N:27]3[C:26](=[O:35])[CH2:25][CH2:24][C:23]([C:17]4[CH:18]=[CH:19][C:20]([O:21][CH3:22])=[C:15]([O:14][CH3:13])[CH:16]=4)=[N:28]3)[CH2:34][CH2:33]2)(=[O:10])=[O:9])=[CH:4][CH:3]=1, predict the reactants needed to synthesize it. The reactants are: [Cl:1][C:2]1[CH:7]=[CH:6][C:5]([S:8](Cl)(=[O:10])=[O:9])=[CH:4][CH:3]=1.Cl.[CH3:13][O:14][C:15]1[CH:16]=[C:17]([C:23]2[CH:24](C)[CH2:25][C:26](=[O:35])[N:27]([CH:29]3[CH2:34][CH2:33][NH:32][CH2:31][CH2:30]3)[N:28]=2)[CH:18]=[CH:19][C:20]=1[O:21][CH3:22].C(N1CCC(N2C(=O)CC(C)C(C3C=CC(OC)=C(OC)C=3)=N2)CC1)(=O)C. (7) Given the product [CH3:1][C:2]1[CH:7]=[C:6]([C:18]2[C:25]([CH3:26])=[CH:24][C:21]([CH:22]=[O:23])=[CH:20][N:19]=2)[CH:5]=[CH:4][N:3]=1, predict the reactants needed to synthesize it. The reactants are: [CH3:1][C:2]1[CH:7]=[C:6](B2OC(C)(C)C(C)(C)O2)[CH:5]=[CH:4][N:3]=1.Cl[C:18]1[C:25]([CH3:26])=[CH:24][C:21]([CH:22]=[O:23])=[CH:20][N:19]=1.C(Cl)Cl.C([O-])([O-])=O.[K+].[K+].C(OC(C)C)(=O)C. (8) Given the product [OH:2]/[N:1]=[C:3](\[NH2:4])/[C:5]1[CH:10]=[CH:9][C:8]([CH:11]2[CH2:12][CH2:13][N:14]([C:17](=[O:18])[C:19]3[CH:20]=[CH:21][C:22]([CH3:30])=[C:23]([NH:25][S:26]([CH3:29])(=[O:28])=[O:27])[CH:24]=3)[CH2:15][CH2:16]2)=[CH:7][CH:6]=1, predict the reactants needed to synthesize it. The reactants are: [NH2:1][OH:2].[C:3]([C:5]1[CH:10]=[CH:9][C:8]([CH:11]2[CH2:16][CH2:15][N:14]([C:17]([C:19]3[CH:20]=[CH:21][C:22]([CH3:30])=[C:23]([NH:25][S:26]([CH3:29])(=[O:28])=[O:27])[CH:24]=3)=[O:18])[CH2:13][CH2:12]2)=[CH:7][CH:6]=1)#[N:4]. (9) Given the product [Cl:13][C:14]1[CH:15]=[C:16]2[C:21](=[CH:22][CH:23]=1)[CH:20]=[C:19]([S:24]([C:27]1[CH:28]=[CH:29][C:30]([C:31]([N:45]3[CH2:46][CH2:47][N:42]([C:39]4[CH:40]=[CH:41][N:36]=[CH:37][CH:38]=4)[CH2:43][CH2:44]3)=[O:32])=[CH:34][CH:35]=1)(=[O:26])=[O:25])[CH:18]=[CH:17]2, predict the reactants needed to synthesize it. The reactants are: C(N1C=CN=C1)(N1C=CN=C1)=O.[Cl:13][C:14]1[CH:15]=[C:16]2[C:21](=[CH:22][CH:23]=1)[CH:20]=[C:19]([S:24]([C:27]1[CH:35]=[CH:34][C:30]([C:31](O)=[O:32])=[CH:29][CH:28]=1)(=[O:26])=[O:25])[CH:18]=[CH:17]2.[N:36]1[CH:41]=[CH:40][C:39]([N:42]2[CH2:47][CH2:46][NH:45][CH2:44][CH2:43]2)=[CH:38][CH:37]=1.